From a dataset of Catalyst prediction with 721,799 reactions and 888 catalyst types from USPTO. Predict which catalyst facilitates the given reaction. (1) Reactant: [C:1]([O:5][C:6](=[O:25])[NH:7][CH:8]1[CH2:13][CH2:12][N:11]([S:14]([C:17]2[CH:22]=[CH:21][C:20]([NH:23][CH3:24])=[CH:19][CH:18]=2)(=[O:16])=[O:15])[CH2:10][CH2:9]1)([CH3:4])([CH3:3])[CH3:2].C(N(C(C)C)CC)(C)C.[O:35]1[CH2:40][CH2:39][CH:38]([C:41](Cl)=[O:42])[CH2:37][CH2:36]1. Product: [C:1]([O:5][C:6](=[O:25])[NH:7][CH:8]1[CH2:9][CH2:10][N:11]([S:14]([C:17]2[CH:18]=[CH:19][C:20]([N:23]([CH3:24])[C:41]([CH:38]3[CH2:39][CH2:40][O:35][CH2:36][CH2:37]3)=[O:42])=[CH:21][CH:22]=2)(=[O:16])=[O:15])[CH2:12][CH2:13]1)([CH3:4])([CH3:3])[CH3:2]. The catalyst class is: 1. (2) Reactant: [Br:1]N1C(=O)CCC1=O.C(=O)([O-])O.[Na+].[N:14]1[N:18]2[CH:19]=[CH:20][CH:21]=[CH:22][C:17]2=[C:16](C(O)=O)[CH:15]=1.O. The catalyst class is: 9. Product: [Br:1][C:16]1[CH:15]=[N:14][N:18]2[CH:19]=[CH:20][CH:21]=[CH:22][C:17]=12.